From a dataset of NCI-60 drug combinations with 297,098 pairs across 59 cell lines. Regression. Given two drug SMILES strings and cell line genomic features, predict the synergy score measuring deviation from expected non-interaction effect. (1) Drug 1: CN(C)N=NC1=C(NC=N1)C(=O)N. Drug 2: CS(=O)(=O)CCNCC1=CC=C(O1)C2=CC3=C(C=C2)N=CN=C3NC4=CC(=C(C=C4)OCC5=CC(=CC=C5)F)Cl. Cell line: SF-539. Synergy scores: CSS=-2.34, Synergy_ZIP=-1.00, Synergy_Bliss=-4.53, Synergy_Loewe=-6.46, Synergy_HSA=-5.93. (2) Drug 2: C1C(C(OC1N2C=NC(=NC2=O)N)CO)O. Synergy scores: CSS=8.18, Synergy_ZIP=-3.29, Synergy_Bliss=0.0813, Synergy_Loewe=-6.83, Synergy_HSA=0.0277. Cell line: SNB-19. Drug 1: COC1=C2C(=CC3=C1OC=C3)C=CC(=O)O2. (3) Drug 1: CS(=O)(=O)C1=CC(=C(C=C1)C(=O)NC2=CC(=C(C=C2)Cl)C3=CC=CC=N3)Cl. Drug 2: C1CCC(C(C1)N)N.C(=O)(C(=O)[O-])[O-].[Pt+4]. Cell line: LOX IMVI. Synergy scores: CSS=61.0, Synergy_ZIP=26.9, Synergy_Bliss=27.5, Synergy_Loewe=26.2, Synergy_HSA=29.3.